From a dataset of Full USPTO retrosynthesis dataset with 1.9M reactions from patents (1976-2016). Predict the reactants needed to synthesize the given product. (1) Given the product [NH2:20][C:18]1[N:19]=[C:15]([NH:14][CH:11]2[CH2:12][CH2:13][NH:8][CH2:9][CH2:10]2)[S:16][C:17]=1[C:21]([C:22]1[CH:27]=[CH:26][CH:25]=[C:24]([F:28])[CH:23]=1)=[O:29], predict the reactants needed to synthesize it. The reactants are: C(OC([N:8]1[CH2:13][CH2:12][CH:11]([NH:14][C:15]2[S:16][C:17]([C:21](=[O:29])[C:22]3[CH:27]=[CH:26][CH:25]=[C:24]([F:28])[CH:23]=3)=[C:18]([NH2:20])[N:19]=2)[CH2:10][CH2:9]1)=O)(C)(C)C. (2) Given the product [CH3:1][C:2]1[C:11]([C:12]([OH:14])=[O:13])=[CH:10][C:9]2[C:4](=[N:5][C:6]([C:16]([F:19])([F:17])[F:18])=[CH:7][CH:8]=2)[N:3]=1, predict the reactants needed to synthesize it. The reactants are: [CH3:1][C:2]1[C:11]([C:12]([O:14]C)=[O:13])=[CH:10][C:9]2[C:4](=[N:5][C:6]([C:16]([F:19])([F:18])[F:17])=[CH:7][CH:8]=2)[N:3]=1.[OH-].[Li+].